This data is from Catalyst prediction with 721,799 reactions and 888 catalyst types from USPTO. The task is: Predict which catalyst facilitates the given reaction. (1) Reactant: [CH3:1][N:2]([C:25]1[CH:30]=[CH:29][CH:28]=[CH:27][CH:26]=1)[C:3](=[O:24])[CH2:4][CH2:5][NH:6][CH2:7][C:8]1[CH:13]=[C:12]([O:14][C:15]2[CH:20]=[CH:19][CH:18]=[CH:17][CH:16]=2)[CH:11]=[CH:10][C:9]=1[N+:21]([O-])=O.S1C=CC=C1.[H][H]. Product: [NH2:21][C:9]1[CH:10]=[CH:11][C:12]([O:14][C:15]2[CH:16]=[CH:17][CH:18]=[CH:19][CH:20]=2)=[CH:13][C:8]=1[CH2:7][NH:6][CH2:5][CH2:4][C:3]([N:2]([CH3:1])[C:25]1[CH:30]=[CH:29][CH:28]=[CH:27][CH:26]=1)=[O:24]. The catalyst class is: 43. (2) Product: [ClH:21].[N:12]1[CH:11]=[C:10]2[N:19]3[C:17](=[CH:16][CH:15]=[CH:14][C:13]=13)[CH2:18][NH:8][C:9]2=[O:20]. The catalyst class is: 8. Reactant: C(OC([N:8]1[CH2:18][C:17]2[N:19]3[C:10](=[CH:11][N:12]=[C:13]3[CH:14]=[CH:15][CH:16]=2)[C:9]1=[O:20])=O)(C)(C)C.[ClH:21]. (3) Product: [OH:8][CH2:9][C:10]1[S:11][C:12]2[C:17]([N:18]=1)=[CH:16][C:15]([NH:19][C:20](=[O:34])[C:21]1[CH:26]=[CH:25][C:24](/[CH:27]=[CH:28]/[C:29]([F:32])([F:30])[F:31])=[CH:23][C:22]=1[CH3:33])=[CH:14][N:13]=2. The catalyst class is: 5. Reactant: [Na].C([O:8][CH2:9][C:10]1[S:11][C:12]2[C:17]([N:18]=1)=[CH:16][C:15]([NH:19][C:20](=[O:34])[C:21]1[CH:26]=[CH:25][C:24](/[CH:27]=[CH:28]/[C:29]([F:32])([F:31])[F:30])=[CH:23][C:22]=1[CH3:33])=[CH:14][N:13]=2)(=O)C(C)(C)C. (4) The catalyst class is: 66. Reactant: [C:1](#[N:3])[CH3:2].[CH:12]1[CH:17]=[CH:16][C:15](P(N=[N+]=[N-])([C:12]2[CH:13]=[CH:14][CH:15]=[CH:16][CH:17]=2)=O)=[CH:14][CH:13]=1.[C:21](O)(=[O:30])CCC1C=CC=CC=1.[CH3:32][C@H:33]1[CH2:38][NH:37][C@H:36]([CH3:39])[CH2:35][N:34]1[C:40]1[CH:47]=[CH:46][C:43]([C:44]#[N:45])=[C:42]([C:48]([F:51])([F:50])[F:49])[CH:41]=1. Product: [C:44]([C:43]1[CH:46]=[CH:47][C:40]([N:34]2[C@H:33]([CH3:32])[CH2:38][N:37]([C:21]([NH:3][CH2:1][CH2:2][C:12]3[CH:13]=[CH:14][CH:15]=[CH:16][CH:17]=3)=[O:30])[C@@H:36]([CH3:39])[CH2:35]2)=[CH:41][C:42]=1[C:48]([F:51])([F:50])[F:49])#[N:45]. (5) Reactant: [NH2:1][C:2]1[C:3]([C:10]([O:12][CH3:13])=[O:11])=[N:4][C:5](Cl)=[C:6](Cl)[N:7]=1.[CH3:14][C:15]1[CH:20]=[CH:19][C:18](B(O)O)=[CH:17][CH:16]=1.C(=O)([O-])[O-].[Na+].[Na+].ClCCl.[C:33]([C:35]1[CH:40]=[CH:39][C:38](B(O)O)=[CH:37][CH:36]=1)#[N:34]. The catalyst class is: 117. Product: [NH2:1][C:2]1[C:3]([C:10]([O:12][CH3:13])=[O:11])=[N:4][C:5]([C:38]2[CH:39]=[CH:40][C:35]([C:33]#[N:34])=[CH:36][CH:37]=2)=[C:6]([C:18]2[CH:19]=[CH:20][C:15]([CH3:14])=[CH:16][CH:17]=2)[N:7]=1. (6) Reactant: [CH2:1]([O:8][C:9]1[CH:14]=[CH:13][C:12]([C@@H:15]([O:18][Si:19]([C:22]([CH3:25])([CH3:24])[CH3:23])([CH3:21])[CH3:20])[CH2:16]Br)=[CH:11][C:10]=1[NH:26][CH:27]=[O:28])[C:2]1[CH:7]=[CH:6][CH:5]=[CH:4][CH:3]=1.Cl.Cl.[NH2:31][CH2:32][CH2:33][C:34]1[CH:67]=[CH:66][C:37]([O:38][CH2:39][CH2:40][CH2:41][CH2:42][C:43]2[CH:48]=[CH:47][C:46]([OH:49])=[C:45]([C@@H:50]([C:60]3[CH:65]=[CH:64][CH:63]=[CH:62][CH:61]=3)[CH2:51][CH2:52][N:53]([CH:57]([CH3:59])[CH3:58])[CH:54]([CH3:56])[CH3:55])[CH:44]=2)=[CH:36][CH:35]=1.C(=O)([O-])O.[Na+].[I-].[K+].C(#N)CC.NCCC1C=CC(OCCCCC2C=CC(O)=C([C@@H](C3C=CC=CC=3)CCN(C(C)C)C(C)C)C=2)=CC=1. Product: [NH3:26].[CH2:1]([O:8][C:9]1[CH:14]=[CH:13][C:12]([C@@H:15]([O:18][Si:19]([C:22]([CH3:25])([CH3:24])[CH3:23])([CH3:21])[CH3:20])[CH2:16][NH:31][CH2:32][CH2:33][C:34]2[CH:35]=[CH:36][C:37]([O:38][CH2:39][CH2:40][CH2:41][CH2:42][C:43]3[CH:48]=[CH:47][C:46]([OH:49])=[C:45]([C@@H:50]([C:60]4[CH:61]=[CH:62][CH:63]=[CH:64][CH:65]=4)[CH2:51][CH2:52][N:53]([CH:54]([CH3:56])[CH3:55])[CH:57]([CH3:58])[CH3:59])[CH:44]=3)=[CH:66][CH:67]=2)=[CH:11][C:10]=1[NH:26][CH:27]=[O:28])[C:2]1[CH:7]=[CH:6][CH:5]=[CH:4][CH:3]=1. The catalyst class is: 13.